This data is from Forward reaction prediction with 1.9M reactions from USPTO patents (1976-2016). The task is: Predict the product of the given reaction. (1) Given the reactants Br[C:2]1[S:22][C:5]2=[N:6][C:7]([CH3:21])=[CH:8][C:9]([NH:10][S:11]([C:14]3[CH:19]=[CH:18][CH:17]=[C:16]([Cl:20])[CH:15]=3)(=[O:13])=[O:12])=[C:4]2[C:3]=1[C:23]1[CH:28]=[CH:27][CH:26]=[C:25]([O:29][CH3:30])[CH:24]=1.[CH3:31][C:32]1[C:36](B(O)O)=[C:35]([CH3:40])[O:34][N:33]=1.CC1(C)C2C(=C(P(C3C=CC=CC=3)C3C=CC=CC=3)C=CC=2)OC2C(P(C3C=CC=CC=3)C3C=CC=CC=3)=CC=CC1=2.C([O-])([O-])=O.[Cs+].[Cs+], predict the reaction product. The product is: [Cl:20][C:16]1[CH:15]=[C:14]([S:11]([NH:10][C:9]2[CH:8]=[C:7]([CH3:21])[N:6]=[C:5]3[S:22][C:2]([C:36]4[C:32]([CH3:31])=[N:33][O:34][C:35]=4[CH3:40])=[C:3]([C:23]4[CH:28]=[CH:27][CH:26]=[C:25]([O:29][CH3:30])[CH:24]=4)[C:4]=23)(=[O:13])=[O:12])[CH:19]=[CH:18][CH:17]=1. (2) Given the reactants [Br:1][C:2]1[O:6][C:5]([C:7]2[C:11]([CH3:12])=[C:10]([C:13]([O:15][CH2:16][CH3:17])=[O:14])[O:9][N:8]=2)=[CH:4][CH:3]=1.C1C(=O)N([Br:25])C(=O)C1.C(OOC(=O)C1C=CC=CC=1)(=O)C1C=CC=CC=1, predict the reaction product. The product is: [Br:1][C:2]1[O:6][C:5]([C:7]2[C:11]([CH2:12][Br:25])=[C:10]([C:13]([O:15][CH2:16][CH3:17])=[O:14])[O:9][N:8]=2)=[CH:4][CH:3]=1. (3) Given the reactants [OH:1][C:2]1[N:6]([CH3:7])[N:5]=[C:4]([C:8]([F:11])([F:10])[F:9])[CH:3]=1.[OH-].[K+].Cl[CH:15]([F:17])[F:16].O.[O:19]1CCC[CH2:20]1, predict the reaction product. The product is: [F:16][CH:15]([F:17])[O:1][C:2]1[N:6]([CH3:7])[N:5]=[C:4]([C:8]([F:11])([F:10])[F:9])[C:3]=1[CH:20]=[O:19]. (4) Given the reactants [CH3:1][C:2]1[C:6]([C:7]2[O:8][C:9]3[CH:15]=[CH:14][C:13]([CH2:16][C:17]([O:19]C)=[O:18])=[CH:12][C:10]=3[N:11]=2)=[C:5]([CH3:21])[O:4][N:3]=1.[OH-].[Na+], predict the reaction product. The product is: [CH3:1][C:2]1[C:6]([C:7]2[O:8][C:9]3[CH:15]=[CH:14][C:13]([CH2:16][C:17]([OH:19])=[O:18])=[CH:12][C:10]=3[N:11]=2)=[C:5]([CH3:21])[O:4][N:3]=1. (5) Given the reactants C(OC([NH:8][C@H:9]1[CH2:14][CH2:13][CH2:12][CH2:11][C@H:10]1[NH:15][C:16]1[CH:25]=[C:24]([C:26]#[N:27])[C:19]([C:20]([O:22][CH3:23])=[O:21])=[C:18]([NH:28][C:29]2[CH:34]=[CH:33][CH:32]=[C:31]([S:35]([CH3:38])(=[O:37])=[O:36])[CH:30]=2)[N:17]=1)=O)(C)(C)C.Cl, predict the reaction product. The product is: [NH2:8][C@H:9]1[CH2:14][CH2:13][CH2:12][CH2:11][C@H:10]1[NH:15][C:16]1[CH:25]=[C:24]([C:26]#[N:27])[C:19]([C:20]([O:22][CH3:23])=[O:21])=[C:18]([NH:28][C:29]2[CH:34]=[CH:33][CH:32]=[C:31]([S:35]([CH3:38])(=[O:37])=[O:36])[CH:30]=2)[N:17]=1. (6) Given the reactants [NH2:1][CH2:2][CH2:3][N:4]1[CH2:9][CH2:8][CH:7]([CH2:10][NH:11][C:12](=[O:27])[C:13]2[CH:18]=[C:17]([C:19]([F:22])([F:21])[F:20])[CH:16]=[C:15]([C:23]([F:26])([F:25])[F:24])[CH:14]=2)[CH2:6][CH2:5]1.[C:28]([N:32]=[C:33]=[O:34])([CH3:31])([CH3:30])[CH3:29].CO, predict the reaction product. The product is: [C:28]([NH:32][C:33](=[O:34])[NH:1][CH2:2][CH2:3][N:4]1[CH2:5][CH2:6][CH:7]([CH2:10][NH:11][C:12](=[O:27])[C:13]2[CH:18]=[C:17]([C:19]([F:21])([F:22])[F:20])[CH:16]=[C:15]([C:23]([F:24])([F:25])[F:26])[CH:14]=2)[CH2:8][CH2:9]1)([CH3:31])([CH3:30])[CH3:29].